From a dataset of Full USPTO retrosynthesis dataset with 1.9M reactions from patents (1976-2016). Predict the reactants needed to synthesize the given product. (1) Given the product [Cl:1][C:2]1[CH:7]=[CH:6][C:5]([S:8][C:9]2[C:17]3[C:12](=[N:13][CH:14]=[CH:15][CH:16]=3)[NH:11][C:10]=2[CH:18]2[CH2:23][CH2:22][N:21]([CH2:31][C:32]([O:34][CH3:35])=[O:33])[CH2:20][CH2:19]2)=[CH:4][CH:3]=1, predict the reactants needed to synthesize it. The reactants are: [Cl:1][C:2]1[CH:7]=[CH:6][C:5]([S:8][C:9]2[C:17]3[C:12](=[N:13][CH:14]=[CH:15][CH:16]=3)[NH:11][C:10]=2[CH:18]2[CH2:23][CH2:22][NH:21][CH2:20][CH2:19]2)=[CH:4][CH:3]=1.C(=O)([O-])[O-].[Cs+].[Cs+].Br[CH2:31][C:32]([O:34][CH3:35])=[O:33]. (2) Given the product [Br:39][CH2:13][C:10]1[CH:11]=[CH:12][C:7]([CH:1]2[CH2:6][CH2:5][CH2:4][CH2:3][CH2:2]2)=[C:8]([C:15]([F:18])([F:17])[F:16])[CH:9]=1, predict the reactants needed to synthesize it. The reactants are: [CH:1]1([C:7]2[CH:12]=[CH:11][C:10]([CH2:13]O)=[CH:9][C:8]=2[C:15]([F:18])([F:17])[F:16])[CH2:6][CH2:5][CH2:4][CH2:3][CH2:2]1.C1C=CC(P(C2C=CC=CC=2)C2C=CC=CC=2)=CC=1.C(Br)(Br)(Br)[Br:39]. (3) Given the product [F:1][C:2]1[CH:3]=[CH:4][C:5]([O:6][CH2:7][C:8]2[N:9]=[CH:10][C:11]([CH2:14][C:15]3[CH:28]=[C:27]([C:29]4[C:30]([NH2:36])=[N:31][C:32]([NH2:35])=[CH:33][CH:34]=4)[O:18][N:16]=3)=[CH:12][CH:13]=2)=[CH:19][CH:20]=1, predict the reactants needed to synthesize it. The reactants are: [F:1][C:2]1[CH:20]=[CH:19][C:5]([O:6][CH2:7][C:8]2[CH:13]=[CH:12][C:11]([CH:14]=[CH:15][N+:16]([O-:18])=O)=[CH:10][N:9]=2)=[CH:4][CH:3]=1.C[O-].[Li+].ClCCl.[C:27]([C:29]1[C:30]([NH2:36])=[N:31][C:32]([NH2:35])=[CH:33][CH:34]=1)#[CH:28].C(N(CC)CC)C.